Dataset: Forward reaction prediction with 1.9M reactions from USPTO patents (1976-2016). Task: Predict the product of the given reaction. (1) Given the reactants C([O:5][C:6](=[O:42])[CH:7]([NH:17][C:18]([C:20]1[CH:25]=[CH:24][C:23]([C:26]2[CH:31]=[CH:30][C:29]([NH:32][C:33](=[O:41])[CH2:34][C:35]3[CH:40]=[CH:39][CH:38]=[CH:37][CH:36]=3)=[CH:28][CH:27]=2)=[CH:22][CH:21]=1)=[O:19])[CH2:8][CH2:9][C:10]([O:12]C(C)(C)C)=[O:11])(C)(C)C.C(O)(C(F)(F)F)=O, predict the reaction product. The product is: [C:35]1([CH2:34][C:33]([NH:32][C:29]2[CH:30]=[CH:31][C:26]([C:23]3[CH:24]=[CH:25][C:20]([C:18]([NH:17][C@H:7]([C:6]([OH:42])=[O:5])[CH2:8][CH2:9][C:10]([OH:12])=[O:11])=[O:19])=[CH:21][CH:22]=3)=[CH:27][CH:28]=2)=[O:41])[CH:40]=[CH:39][CH:38]=[CH:37][CH:36]=1. (2) Given the reactants [N:1]1[CH:6]=[CH:5][CH:4]=[C:3]([C:7]([C:9]2[CH:10]=[N:11][CH:12]=[CH:13][CH:14]=2)=O)[CH:2]=1.[Cl:15][C:16]1[CH:21]=[CH:20][C:19]([NH2:22])=[CH:18][N:17]=1.[BH4-].[Na+].C([O-])([O-])=O.[Na+].[Na+], predict the reaction product. The product is: [Cl:15][C:16]1[N:17]=[CH:18][C:19]([NH:22][CH:7]([C:9]2[CH:10]=[N:11][CH:12]=[CH:13][CH:14]=2)[C:3]2[CH:2]=[N:1][CH:6]=[CH:5][CH:4]=2)=[CH:20][CH:21]=1. (3) Given the reactants [C:1]([C:3]1[C:8]([N:9]2[CH2:14][CH2:13][C:12](=[CH:15][C:16]#[C:17][Si](C)(C)C)[CH2:11][CH2:10]2)=[N:7][CH:6]=[CH:5][N:4]=1)#[N:2].I[C:23]1[CH:28]=[CH:27][CH:26]=[CH:25][C:24]=1[OH:29].[F-].C([N+](CCCC)(CCCC)CCCC)CCC.O.O.O.O.C([O-])(=O)C.[Na+], predict the reaction product. The product is: [C:1]([C:3]1[C:8]([N:9]2[CH2:14][CH2:13][C:12](=[CH:15][C:16]3[O:29][C:24]4[CH:25]=[CH:26][CH:27]=[CH:28][C:23]=4[CH:17]=3)[CH2:11][CH2:10]2)=[N:7][CH:6]=[CH:5][N:4]=1)#[N:2].